This data is from Catalyst prediction with 721,799 reactions and 888 catalyst types from USPTO. The task is: Predict which catalyst facilitates the given reaction. (1) Reactant: [CH3:1][C:2]([O:5][C:6]([N:8]1[CH2:17][CH2:16][C:15]2[C:10](=[CH:11][CH:12]=[C:13]([C:18](O)=[O:19])[CH:14]=2)[CH2:9]1)=[O:7])([CH3:4])[CH3:3].Cl.CN(C)CCCN=C=NCC.O.ON1C2C=CC=CC=2N=N1.C(N(CC)CC)C.[C:51]1([CH2:61][N:62]2[CH:66]=[C:65]([NH2:67])[CH:64]=[N:63]2)[C:60]2[C:55](=[CH:56][CH:57]=[CH:58][CH:59]=2)[CH:54]=[CH:53][CH:52]=1. Product: [C:51]1([CH2:61][N:62]2[CH:66]=[C:65]([NH:67][C:18]([C:13]3[CH:14]=[C:15]4[C:10](=[CH:11][CH:12]=3)[CH2:9][N:8]([C:6]([O:5][C:2]([CH3:3])([CH3:4])[CH3:1])=[O:7])[CH2:17][CH2:16]4)=[O:19])[CH:64]=[N:63]2)[C:60]2[C:55](=[CH:56][CH:57]=[CH:58][CH:59]=2)[CH:54]=[CH:53][CH:52]=1. The catalyst class is: 2. (2) Reactant: [Br:1]Br.[CH3:3][O:4][C:5]1[CH:10]=[CH:9][C:8]([C:11]2[C:12](=[O:21])[NH:13][C:14]3([CH2:20][CH2:19][CH2:18][CH2:17][CH2:16]3)[N:15]=2)=[CH:7][CH:6]=1. Product: [Br:1][C:10]1[CH:9]=[C:8]([C:11]2[C:12](=[O:21])[NH:13][C:14]3([CH2:20][CH2:19][CH2:18][CH2:17][CH2:16]3)[N:15]=2)[CH:7]=[CH:6][C:5]=1[O:4][CH3:3]. The catalyst class is: 2. (3) Reactant: [CH3:1][C:2]([C:6]1[N:10]([CH2:11][CH:12]2[CH2:17][CH2:16][O:15][CH2:14][CH2:13]2)[C:9]2[CH:18]=[CH:19][C:20]([S:22](Cl)(=[O:24])=[O:23])=[CH:21][C:8]=2[N:7]=1)([CH3:5])[CH2:3][CH3:4].[NH:26]1[CH:30]=[CH:29][C:28]([CH:31]=[O:32])=[CH:27]1.[H-].[Na+]. Product: [CH3:1][C:2]([C:6]1[N:10]([CH2:11][CH:12]2[CH2:17][CH2:16][O:15][CH2:14][CH2:13]2)[C:9]2[CH:18]=[CH:19][C:20]([S:22]([N:26]3[CH:30]=[CH:29][C:28]([CH:31]=[O:32])=[CH:27]3)(=[O:24])=[O:23])=[CH:21][C:8]=2[N:7]=1)([CH3:5])[CH2:3][CH3:4]. The catalyst class is: 1. (4) Reactant: Cl.[CH3:2][NH:3][O:4][CH3:5].[Cl-].C[Al+]C.CO[C:12]([C:14]1[S:18][C:17]([C:19]2[CH:24]=[CH:23][CH:22]=[CH:21][CH:20]=2)=[N:16][C:15]=1[CH2:25][O:26][CH3:27])=[O:13]. Product: [CH3:5][O:4][N:3]([CH3:2])[C:12]([C:14]1[S:18][C:17]([C:19]2[CH:20]=[CH:21][CH:22]=[CH:23][CH:24]=2)=[N:16][C:15]=1[CH2:25][O:26][CH3:27])=[O:13]. The catalyst class is: 2. (5) Reactant: [O:1]1[C:5]2([CH2:15][CH2:14][C:8]3([CH2:12][CH2:11][NH:10][C:9]3=[O:13])[CH2:7][CH2:6]2)[O:4][CH2:3][CH2:2]1.C(=O)([O-])[O-].[K+].[K+].Br[C:23]1[CH:33]=[CH:32][C:26]2[O:27][C:28]([F:31])([F:30])[O:29][C:25]=2[CH:24]=1. Product: [F:31][C:28]1([F:30])[O:27][C:26]2[CH:32]=[CH:33][C:23]([N:10]3[CH2:11][CH2:12][C:8]4([CH2:14][CH2:15][C:5]5([O:4][CH2:3][CH2:2][O:1]5)[CH2:6][CH2:7]4)[C:9]3=[O:13])=[CH:24][C:25]=2[O:29]1. The catalyst class is: 11.